Dataset: Reaction yield outcomes from USPTO patents with 853,638 reactions. Task: Predict the reaction yield, written as a fraction of the theoretical maximum amount of product (1.0 means a 100% yield; for example, 0.34 means a 34% yield). (1) The reactants are [Br:1][C:2]1[CH:3]=[C:4]([C:8]2([C:20]3[CH:25]=[CH:24][CH:23]=[C:22]([Br:26])[CH:21]=3)[CH2:11][N:10](P(=O)(OCC)OCC)[CH2:9]2)[CH:5]=[CH:6][CH:7]=1.C(O)(C(F)(F)F)=O. The catalyst is ClCCl. The product is [Br:1][C:2]1[CH:3]=[C:4]([C:8]2([C:20]3[CH:25]=[CH:24][CH:23]=[C:22]([Br:26])[CH:21]=3)[CH2:9][NH:10][CH2:11]2)[CH:5]=[CH:6][CH:7]=1. The yield is 0.850. (2) The product is [Cl:30][C:27]1[CH:28]=[CH:29][C:24]([O:23][C:20]2[CH:19]=[CH:18][C:17]([CH2:16][CH2:15][O:14][C:11]3[NH:12][CH:13]=[C:8]([CH2:7][C:6]4[O:36][C:1]([CH3:2])=[N:4][N:5]=4)[C:9](=[O:35])[N:10]=3)=[CH:22][CH:21]=2)=[CH:25][C:26]=1[C:31]([F:34])([F:32])[F:33]. The catalyst is C1COCC1. The reactants are [C:1]([NH:4][NH:5][C:6](=[O:36])[CH2:7][C:8]1[C:9](=[O:35])[N:10]=[C:11]([O:14][CH2:15][CH2:16][C:17]2[CH:22]=[CH:21][C:20]([O:23][C:24]3[CH:29]=[CH:28][C:27]([Cl:30])=[C:26]([C:31]([F:34])([F:33])[F:32])[CH:25]=3)=[CH:19][CH:18]=2)[NH:12][CH:13]=1)(=O)[CH3:2].CC[N+](S(N=C(OC)[O-])(=O)=O)(CC)CC. The yield is 0.0980. (3) The reactants are [C:1]([O:5][C:6](=[O:18])[N:7]([C:9]1[CH:14]=[C:13]([O:15][CH3:16])[CH:12]=[CH:11][C:10]=1[NH2:17])[CH3:8])([CH3:4])([CH3:3])[CH3:2].[O:19]=[C:20]1[NH:24][C:23](=[O:25])[CH:22]([CH2:26][C:27]2[CH:37]=[CH:36][C:30]([O:31][CH2:32][C:33](O)=[O:34])=[CH:29][CH:28]=2)[S:21]1.C(N(CC)CC)C.C(=O)([O-])O.[Na+]. The catalyst is C(Cl)Cl.C(OCC)(=O)C. The product is [C:1]([O:5][C:6](=[O:18])[N:7]([C:9]1[CH:14]=[C:13]([O:15][CH3:16])[CH:12]=[CH:11][C:10]=1[NH:17][C:33](=[O:34])[CH2:32][O:31][C:30]1[CH:29]=[CH:28][C:27]([CH2:26][CH:22]2[S:21][C:20](=[O:19])[NH:24][C:23]2=[O:25])=[CH:37][CH:36]=1)[CH3:8])([CH3:4])([CH3:2])[CH3:3]. The yield is 0.850. (4) The reactants are FC(F)(F)C(O)=O.[F:8][C:9]1[C:14]([F:15])=[CH:13][CH:12]=[CH:11][C:10]=1[NH:16][C:17](=[O:50])[CH2:18][C:19]1[NH:23][N:22]=[C:21]([NH:24][C:25]2[C:34]3[C:29](=[CH:30][C:31]([O:35][CH2:36][CH:37]4[CH2:42][CH2:41][N:40](C(OC(C)(C)C)=O)[CH2:39][CH2:38]4)=[CH:32][CH:33]=3)[N:28]=[CH:27][N:26]=2)[CH:20]=1. The catalyst is ClCCl. The product is [F:8][C:9]1[C:14]([F:15])=[CH:13][CH:12]=[CH:11][C:10]=1[NH:16][C:17](=[O:50])[CH2:18][C:19]1[NH:23][N:22]=[C:21]([NH:24][C:25]2[C:34]3[C:29](=[CH:30][C:31]([O:35][CH2:36][CH:37]4[CH2:42][CH2:41][NH:40][CH2:39][CH2:38]4)=[CH:32][CH:33]=3)[N:28]=[CH:27][N:26]=2)[CH:20]=1. The yield is 0.660. (5) The reactants are [CH3:1][O:2][C:3](=[O:41])[C:4]1[CH:9]=[CH:8][C:7]([CH2:10][N:11]2[CH:15]=[C:14]([C:16]3[CH:21]=[CH:20][C:19]([Cl:22])=[CH:18][C:17]=3[Cl:23])[N:13]=[C:12]2/[CH:24]=[CH:25]/[C:26]2[CH:31]=[CH:30][C:29]([C:32]3[CH:37]=[CH:36][C:35]([NH2:38])=[C:34]([O:39][CH3:40])[CH:33]=3)=[CH:28][CH:27]=2)=[CH:6][CH:5]=1.[F:42][C:43]([F:50])([F:49])[CH2:44][S:45](Cl)(=[O:47])=[O:46]. No catalyst specified. The product is [CH3:1][O:2][C:3](=[O:41])[C:4]1[CH:9]=[CH:8][C:7]([CH2:10][N:11]2[CH:15]=[C:14]([C:16]3[CH:21]=[CH:20][C:19]([Cl:22])=[CH:18][C:17]=3[Cl:23])[N:13]=[C:12]2/[CH:24]=[CH:25]/[C:26]2[CH:31]=[CH:30][C:29]([C:32]3[CH:37]=[CH:36][C:35]([NH:38][S:45]([CH2:44][C:43]([F:50])([F:49])[F:42])(=[O:47])=[O:46])=[C:34]([O:39][CH3:40])[CH:33]=3)=[CH:28][CH:27]=2)=[CH:6][CH:5]=1. The yield is 0.770. (6) The reactants are I[C:2]1[NH:6][C:5]([C@@H:7]2[CH2:11][CH2:10][CH2:9][N:8]2[C:12]([O:14][C:15]([CH3:18])([CH3:17])[CH3:16])=[O:13])=[N:4][CH:3]=1.C(N(CC)CC)C.[C:26]([Si:28]([CH3:31])([CH3:30])[CH3:29])#[CH:27]. The catalyst is [Cu]I.C1C=CC([P]([Pd]([P](C2C=CC=CC=2)(C2C=CC=CC=2)C2C=CC=CC=2)([P](C2C=CC=CC=2)(C2C=CC=CC=2)C2C=CC=CC=2)[P](C2C=CC=CC=2)(C2C=CC=CC=2)C2C=CC=CC=2)(C2C=CC=CC=2)C2C=CC=CC=2)=CC=1.CN(C=O)C. The product is [CH3:29][Si:28]([C:26]#[C:27][C:2]1[NH:6][C:5]([C@@H:7]2[CH2:11][CH2:10][CH2:9][N:8]2[C:12]([O:14][C:15]([CH3:18])([CH3:17])[CH3:16])=[O:13])=[N:4][CH:3]=1)([CH3:31])[CH3:30]. The yield is 0.790. (7) The reactants are Br[C:2]1[CH:15]=[CH:14][C:13]2[C:4](=[C:5]([C:22]3[CH:27]=[CH:26][CH:25]=[CH:24][CH:23]=3)[C:6]3[C:11]([C:12]=2[C:16]2[CH:21]=[CH:20][CH:19]=[CH:18][CH:17]=2)=[CH:10][CH:9]=[CH:8][CH:7]=3)[CH:3]=1.[CH:28]1[C:40]2[NH:39][C:38]3[C:33](=[CH:34][CH:35]=[CH:36][CH:37]=3)[C:32]=2[CH:31]=[CH:30][CH:29]=1.CC(C)([O-])C.[Na+].C(P(C(C)(C)C)C(C)(C)C)(C)(C)C. The catalyst is C1C=CC(/C=C/C(/C=C/C2C=CC=CC=2)=O)=CC=1.C1C=CC(/C=C/C(/C=C/C2C=CC=CC=2)=O)=CC=1.[Pd].C1(C)C=CC=CC=1. The product is [C:22]1([C:5]2[C:6]3[C:11]([C:12]([C:16]4[CH:17]=[CH:18][CH:19]=[CH:20][CH:21]=4)=[C:13]4[C:4]=2[CH:3]=[C:2]([N:39]2[C:38]5[CH:37]=[CH:36][CH:35]=[CH:34][C:33]=5[C:32]5[C:40]2=[CH:28][CH:29]=[CH:30][CH:31]=5)[CH:15]=[CH:14]4)=[CH:10][CH:9]=[CH:8][CH:7]=3)[CH:27]=[CH:26][CH:25]=[CH:24][CH:23]=1. The yield is 0.930. (8) The reactants are [CH3:1][O:2][C:3]1[CH:28]=[C:27]([C:29]([F:32])([F:31])[F:30])[CH:26]=[C:25]([S:33][CH3:34])[C:4]=1[C:5]([NH:7][C:8]1([C:19]2[CH:24]=[CH:23][CH:22]=[CH:21][CH:20]=2)[CH2:13][CH:12]([O:14]COC)[CH2:11][N:10]([CH3:18])[CH2:9]1)=[O:6].Cl. The catalyst is CO. The product is [OH:14][CH:12]1[CH2:11][N:10]([CH3:18])[CH2:9][C:8]([NH:7][C:5](=[O:6])[C:4]2[C:25]([S:33][CH3:34])=[CH:26][C:27]([C:29]([F:30])([F:31])[F:32])=[CH:28][C:3]=2[O:2][CH3:1])([C:19]2[CH:24]=[CH:23][CH:22]=[CH:21][CH:20]=2)[CH2:13]1. The yield is 0.520. (9) The reactants are [C:1]([C:5]1[N:10]=[C:9]([C:11]2[CH:16]=[CH:15][CH:14]=[CH:13][CH:12]=2)[C:8](C(O)=O)=[CH:7][N:6]=1)([CH3:4])([CH3:3])[CH3:2].C1C=CC(P(N=[N+]=[N-])(C2C=CC=CC=2)=[O:27])=CC=1.CC[N:39]([CH2:42]C)CC.[CH3:44][C:45]([OH:48])([CH3:47])[CH3:46]. The catalyst is CCOC(C)=O.O. The product is [C:1]([C:5]1[N:10]=[C:9]([C:11]2[CH:12]=[CH:13][CH:14]=[CH:15][CH:16]=2)[C:8]([NH:39][C:42](=[O:27])[O:48][C:45]([CH3:47])([CH3:46])[CH3:44])=[CH:7][N:6]=1)([CH3:2])([CH3:3])[CH3:4]. The yield is 0.850. (10) The reactants are [CH2:1]([O:8][C:9]1[N:10]=[N:11][C:12]([C:23]2([C:26]3[CH:31]=[CH:30][CH:29]=[CH:28][CH:27]=3)[CH2:25][CH2:24]2)=[CH:13][C:14]=1[O:15][CH2:16][C:17]1[CH:22]=[CH:21][CH:20]=[CH:19][CH:18]=1)[C:2]1[CH:7]=[CH:6][CH:5]=[CH:4][CH:3]=1.C(OC1N=NC(C(C2C=CC=CC=2)=C)=CC=1OCC1C=CC=CC=1)C1C=CC=CC=1.C(OC1N=NC(C(C2C=CC([F:92])=CC=2)=C)=CC=1OCC1C=CC=CC=1)C1C=CC=CC=1. No catalyst specified. The product is [CH2:1]([O:8][C:9]1[N:10]=[N:11][C:12]([C:23]2([C:26]3[CH:31]=[CH:30][C:29]([F:92])=[CH:28][CH:27]=3)[CH2:24][CH2:25]2)=[CH:13][C:14]=1[O:15][CH2:16][C:17]1[CH:18]=[CH:19][CH:20]=[CH:21][CH:22]=1)[C:2]1[CH:3]=[CH:4][CH:5]=[CH:6][CH:7]=1. The yield is 0.160.